Dataset: Catalyst prediction with 721,799 reactions and 888 catalyst types from USPTO. Task: Predict which catalyst facilitates the given reaction. (1) Product: [Br:1][C:2]1[N:7]=[C:6]([CH2:8][N:14]2[C:10](=[O:20])[C:11]3[C:12](=[CH:16][CH:17]=[CH:18][CH:19]=3)[C:13]2=[O:15])[CH:5]=[CH:4][CH:3]=1. The catalyst class is: 670. Reactant: [Br:1][C:2]1[N:7]=[C:6]([CH2:8]O)[CH:5]=[CH:4][CH:3]=1.[C:10]1(=[O:20])[NH:14][C:13](=[O:15])[C:12]2=[CH:16][CH:17]=[CH:18][CH:19]=[C:11]12.C1(P(C2C=CC=CC=2)C2C=CC=CC=2)C=CC=CC=1.N(C(N1CCCCC1)=O)=NC(N1CCCCC1)=O.C(O)(C(F)(F)F)=O. (2) Reactant: [F:1][C:2]1[CH:3]=[C:4]([N:28]2[C:32]([OH:33])=[C:31](C(OCC)=O)[CH:30]=[N:29]2)[CH:5]=[CH:6][C:7]=1[N:8]1[CH:13]=[C:12]([O:14][CH3:15])[C:11](=[O:16])[C:10]([C:17]2[N:21]([C:22]3[CH:27]=[CH:26][CH:25]=[CH:24][CH:23]=3)[N:20]=[CH:19][CH:18]=2)=[N:9]1.[OH-].[Na+].CCO.Cl. Product: [F:1][C:2]1[CH:3]=[C:4]([N:28]2[C:32]([OH:33])=[CH:31][CH:30]=[N:29]2)[CH:5]=[CH:6][C:7]=1[N:8]1[CH:13]=[C:12]([O:14][CH3:15])[C:11](=[O:16])[C:10]([C:17]2[N:21]([C:22]3[CH:23]=[CH:24][CH:25]=[CH:26][CH:27]=3)[N:20]=[CH:19][CH:18]=2)=[N:9]1. The catalyst class is: 6. (3) Reactant: [Cl:1][C:2]1[C:10]2[N:9]=[C:8]([NH:11][C:12]3[CH:13]=[N:14][C:15]([N:19]4[CH2:23][CH2:22][CH2:21][CH2:20]4)=[CH:16][C:17]=3[CH3:18])[N:7]([CH2:24][CH2:25][CH2:26][CH2:27]O)[C:6]=2[C:5]([CH:29]([CH2:32][CH3:33])[CH2:30][CH3:31])=[CH:4][CH:3]=1.CS(Cl)(=O)=O.C(=O)(O)[O-].[Na+].C(=O)([O-])[O-].[K+].[K+]. Product: [Cl:1][C:2]1[C:10]2[N:9]=[C:8]3[N:11]([C:12]4[CH:13]=[N:14][C:15]([N:19]5[CH2:23][CH2:22][CH2:21][CH2:20]5)=[CH:16][C:17]=4[CH3:18])[CH2:27][CH2:26][CH2:25][CH2:24][N:7]3[C:6]=2[C:5]([CH:29]([CH2:32][CH3:33])[CH2:30][CH3:31])=[CH:4][CH:3]=1. The catalyst class is: 228. (4) Reactant: [Cl:1][C:2]1[C:14]([CH3:15])=[CH:13][CH:12]=[CH:11][C:3]=1[O:4][CH:5]([CH2:8][O:9][CH3:10])[C:6]#[N:7].[CH2:16](N)[CH2:17][NH2:18]. Product: [Cl:1][C:2]1[C:14]([CH3:15])=[CH:13][CH:12]=[CH:11][C:3]=1[O:4][CH:5]([C:6]1[NH:18][CH2:17][CH2:16][N:7]=1)[CH2:8][O:9][CH3:10]. The catalyst class is: 5. (5) Reactant: [CH3:1][C:2]1[N:3]=[C:4]([C:23]2[CH:28]=[CH:27][CH:26]=[CH:25][CH:24]=2)[O:5][C:6]=1[C:7]([N:9]([CH2:17][C:18]([O:20]CC)=[O:19])[CH2:10][C:11]1[CH:16]=[CH:15][CH:14]=[CH:13][N:12]=1)=[O:8].[OH-].[Li+].Cl.C(OCC)(=O)C. Product: [CH3:1][C:2]1[N:3]=[C:4]([C:23]2[CH:28]=[CH:27][CH:26]=[CH:25][CH:24]=2)[O:5][C:6]=1[C:7]([N:9]([CH2:17][C:18]([OH:20])=[O:19])[CH2:10][C:11]1[CH:16]=[CH:15][CH:14]=[CH:13][N:12]=1)=[O:8]. The catalyst class is: 30.